From a dataset of NCI-60 drug combinations with 297,098 pairs across 59 cell lines. Regression. Given two drug SMILES strings and cell line genomic features, predict the synergy score measuring deviation from expected non-interaction effect. (1) Drug 1: CNC(=O)C1=CC=CC=C1SC2=CC3=C(C=C2)C(=NN3)C=CC4=CC=CC=N4. Drug 2: COC1=C2C(=CC3=C1OC=C3)C=CC(=O)O2. Cell line: T-47D. Synergy scores: CSS=2.55, Synergy_ZIP=0.394, Synergy_Bliss=1.18, Synergy_Loewe=1.41, Synergy_HSA=0.649. (2) Drug 2: CC1=C(N=C(N=C1N)C(CC(=O)N)NCC(C(=O)N)N)C(=O)NC(C(C2=CN=CN2)OC3C(C(C(C(O3)CO)O)O)OC4C(C(C(C(O4)CO)O)OC(=O)N)O)C(=O)NC(C)C(C(C)C(=O)NC(C(C)O)C(=O)NCCC5=NC(=CS5)C6=NC(=CS6)C(=O)NCCC[S+](C)C)O. Synergy scores: CSS=12.1, Synergy_ZIP=-14.7, Synergy_Bliss=-17.7, Synergy_Loewe=-8.58, Synergy_HSA=-8.09. Cell line: KM12. Drug 1: C1=CC(=CC=C1CCC2=CNC3=C2C(=O)NC(=N3)N)C(=O)NC(CCC(=O)O)C(=O)O. (3) Drug 1: C1=C(C(=O)NC(=O)N1)F. Drug 2: C1=CC(=CC=C1CCCC(=O)O)N(CCCl)CCCl. Cell line: HT29. Synergy scores: CSS=-5.01, Synergy_ZIP=-26.1, Synergy_Bliss=-60.5, Synergy_Loewe=-66.2, Synergy_HSA=-56.2. (4) Drug 1: CCN(CC)CCNC(=O)C1=C(NC(=C1C)C=C2C3=C(C=CC(=C3)F)NC2=O)C. Drug 2: CN(CCCl)CCCl.Cl. Cell line: DU-145. Synergy scores: CSS=25.3, Synergy_ZIP=1.01, Synergy_Bliss=1.02, Synergy_Loewe=-13.6, Synergy_HSA=-2.19. (5) Cell line: UO-31. Drug 1: C1C(C(OC1N2C=C(C(=O)NC2=O)F)CO)O. Drug 2: C1C(C(OC1N2C=NC3=C2NC=NCC3O)CO)O. Synergy scores: CSS=22.6, Synergy_ZIP=-3.60, Synergy_Bliss=3.57, Synergy_Loewe=-16.8, Synergy_HSA=2.15. (6) Drug 1: C(CN)CNCCSP(=O)(O)O. Drug 2: CC12CCC3C(C1CCC2OP(=O)(O)O)CCC4=C3C=CC(=C4)OC(=O)N(CCCl)CCCl.[Na+]. Cell line: UACC62. Synergy scores: CSS=1.44, Synergy_ZIP=0.415, Synergy_Bliss=3.12, Synergy_Loewe=-5.76, Synergy_HSA=-1.66. (7) Drug 1: C1=CC(=CC=C1CC(C(=O)O)N)N(CCCl)CCCl.Cl. Drug 2: CC1CCC2CC(C(=CC=CC=CC(CC(C(=O)C(C(C(=CC(C(=O)CC(OC(=O)C3CCCCN3C(=O)C(=O)C1(O2)O)C(C)CC4CCC(C(C4)OC)OCCO)C)C)O)OC)C)C)C)OC. Cell line: OVCAR-4. Synergy scores: CSS=13.9, Synergy_ZIP=-2.10, Synergy_Bliss=-1.50, Synergy_Loewe=-21.2, Synergy_HSA=-4.56.